Dataset: Reaction yield outcomes from USPTO patents with 853,638 reactions. Task: Predict the reaction yield, written as a fraction of the theoretical maximum amount of product (1.0 means a 100% yield; for example, 0.34 means a 34% yield). (1) The reactants are [CH:1]1([C:4]2[CH:13]=[C:7]3[CH:8]=[C:9]([F:12])[CH:10]=[CH:11][N:6]3[N:5]=2)[CH2:3][CH2:2]1.[I:14]N1C(=O)CCC1=O.CCCCCC.CO. The catalyst is C(Cl)(Cl)Cl.ClCCl.C(OCC)(=O)C. The product is [CH:1]1([C:4]2[C:13]([I:14])=[C:7]3[CH:8]=[C:9]([F:12])[CH:10]=[CH:11][N:6]3[N:5]=2)[CH2:3][CH2:2]1. The yield is 0.980. (2) The reactants are [OH-].[Na+].[C:3]([O:7][C:8]([NH:10][C:11]1([C:39]([O:41]C)=[O:40])[CH2:16][CH2:15][N:14]([C:17]2[C:18]3[C:25]([CH:26]4[CH2:28][CH2:27]4)=[CH:24][N:23](S(C4C=CC(C)=CC=4)(=O)=O)[C:19]=3[N:20]=[CH:21][N:22]=2)[CH2:13][CH2:12]1)=[O:9])([CH3:6])([CH3:5])[CH3:4]. The catalyst is C1COCC1.CCOC(C)=O. The product is [C:3]([O:7][C:8]([NH:10][C:11]1([C:39]([OH:41])=[O:40])[CH2:12][CH2:13][N:14]([C:17]2[C:18]3[C:25]([CH:26]4[CH2:27][CH2:28]4)=[CH:24][NH:23][C:19]=3[N:20]=[CH:21][N:22]=2)[CH2:15][CH2:16]1)=[O:9])([CH3:6])([CH3:4])[CH3:5]. The yield is 0.682. (3) The reactants are [CH3:1][O:2][C:3]1[CH:4]=[C:5]([C:11](=[O:22])[CH2:12][CH2:13][CH2:14][CH2:15][C:16]#[C:17][Si:18]([CH3:21])([CH3:20])[CH3:19])[CH:6]=[C:7]([O:9][CH3:10])[CH:8]=1.[CH3:23][Mg]Br.[Cl-].[NH4+]. The product is [CH3:10][O:9][C:7]1[CH:6]=[C:5]([C:11]([OH:22])([CH3:23])[CH2:12][CH2:13][CH2:14][CH2:15][C:16]#[C:17][Si:18]([CH3:21])([CH3:20])[CH3:19])[CH:4]=[C:3]([O:2][CH3:1])[CH:8]=1. The catalyst is CCOCC. The yield is 0.950. (4) The reactants are [F:1][C:2]1[CH:3]=[CH:4][C:5]([CH3:33])=[C:6]([CH:32]=1)[O:7][CH2:8][C:9]1[C:10]([C:23]2[CH:28]=[CH:27][C:26]([OH:29])=[CH:25][C:24]=2[O:30][CH3:31])=[CH:11][CH:12]=[C:13]2[C:18]=1[N:17]([CH3:19])[C:16](=[O:20])[C:15]([CH3:22])([CH3:21])[NH:14]2.[NH:34]1[CH2:39][CH2:38][O:37][CH2:36][CH2:35]1.[O:40]1CCC[CH2:41]1. The catalyst is CN(C)C1C=CN=CC=1. The product is [F:1][C:2]1[CH:3]=[CH:4][C:5]([CH3:33])=[C:6]([CH:32]=1)[O:7][CH2:8][C:9]1[C:10]([C:23]2[CH:28]=[CH:27][C:26]([O:29][C:41]([N:34]3[CH2:39][CH2:38][O:37][CH2:36][CH2:35]3)=[O:40])=[CH:25][C:24]=2[O:30][CH3:31])=[CH:11][CH:12]=[C:13]2[C:18]=1[N:17]([CH3:19])[C:16](=[O:20])[C:15]([CH3:22])([CH3:21])[NH:14]2. The yield is 0.320. (5) The reactants are [F:1][C:2]1[CH:7]=[CH:6][C:5]([O:8]C)=[CH:4][C:3]=1[C:10]1[C:19]2[C:14](=[C:15]([C:20]([F:23])([F:22])[F:21])[CH:16]=[CH:17][CH:18]=2)[N:13]=[CH:12][C:11]=1[C:24]1[CH:29]=[CH:28][CH:27]=[CH:26][CH:25]=1.Cl.N1C=CC=CC=1.Cl. No catalyst specified. The product is [F:1][C:2]1[CH:7]=[CH:6][C:5]([OH:8])=[CH:4][C:3]=1[C:10]1[C:19]2[C:14](=[C:15]([C:20]([F:23])([F:21])[F:22])[CH:16]=[CH:17][CH:18]=2)[N:13]=[CH:12][C:11]=1[C:24]1[CH:25]=[CH:26][CH:27]=[CH:28][CH:29]=1. The yield is 0.650. (6) The reactants are Br[C:2]1[CH:3]=[N:4][CH:5]=[C:6]([N+:9]([O-:11])=[O:10])[C:7]=1[NH2:8].[F:12][C:13]1[S:17][C:16](B2OC(C)(C)C(C)(C)O2)=[CH:15][CH:14]=1.C([O-])([O-])=O.[Cs+].[Cs+].CCOC(C)=O. The catalyst is O1CCOCC1.O.C1C=CC(P(C2C=CC=CC=2)[C-]2C=CC=C2)=CC=1.C1C=CC(P(C2C=CC=CC=2)[C-]2C=CC=C2)=CC=1.Cl[Pd]Cl.[Fe+2]. The product is [F:12][C:13]1[S:17][C:16]([C:2]2[CH:3]=[N:4][CH:5]=[C:6]([N+:9]([O-:11])=[O:10])[C:7]=2[NH2:8])=[CH:15][CH:14]=1. The yield is 0.615. (7) The reactants are [CH2:1]([C@@:4]1([C:21]2[CH:26]=[CH:25][C:24]([F:27])=[CH:23][CH:22]=2)[O:9][C:8](=[O:10])[N:7]([C@H:11]([C:13]2[CH:18]=[CH:17][C:16]([O:19]C)=[CH:15][CH:14]=2)[CH3:12])[CH2:6][CH2:5]1)[CH:2]=[CH2:3].B(Br)(Br)Br.CO. The catalyst is C(Cl)Cl.[Cl-].[Na+].O. The product is [CH2:1]([C@@:4]1([C:21]2[CH:22]=[CH:23][C:24]([F:27])=[CH:25][CH:26]=2)[O:9][C:8](=[O:10])[N:7]([C@H:11]([C:13]2[CH:18]=[CH:17][C:16]([OH:19])=[CH:15][CH:14]=2)[CH3:12])[CH2:6][CH2:5]1)[CH:2]=[CH2:3]. The yield is 0.640. (8) The reactants are [Cl-].O[NH3+:3].[C:4](=[O:7])([O-])[OH:5].[Na+].CS(C)=O.[CH2:13]([C:17]1[N:18]=[C:19]([CH3:46])[N:20]([C:39]2[CH:44]=[CH:43][C:42]([CH3:45])=[CH:41][CH:40]=2)[C:21](=[O:38])[C:22]=1[CH2:23][C:24]1[CH:29]=[CH:28][C:27]([C:30]2[C:31]([C:36]#[N:37])=[CH:32][CH:33]=[CH:34][CH:35]=2)=[CH:26][CH:25]=1)[CH2:14][CH2:15][CH3:16]. The catalyst is O.C(OCC)(=O)C. The product is [CH2:13]([C:17]1[N:18]=[C:19]([CH3:46])[N:20]([C:39]2[CH:44]=[CH:43][C:42]([CH3:45])=[CH:41][CH:40]=2)[C:21](=[O:38])[C:22]=1[CH2:23][C:24]1[CH:29]=[CH:28][C:27]([C:30]2[CH:35]=[CH:34][CH:33]=[CH:32][C:31]=2[C:36]2[NH:3][C:4](=[O:7])[O:5][N:37]=2)=[CH:26][CH:25]=1)[CH2:14][CH2:15][CH3:16]. The yield is 0.700.